This data is from Reaction yield outcomes from USPTO patents with 853,638 reactions. The task is: Predict the reaction yield, written as a fraction of the theoretical maximum amount of product (1.0 means a 100% yield; for example, 0.34 means a 34% yield). (1) The yield is 0.730. The reactants are [F:1][C:2]1[CH:10]=[CH:9][CH:8]=[C:7]([F:11])[C:3]=1[C:4](Cl)=[O:5].[CH3:12][C:13]1[O:14][C:15]2[CH:28]=[CH:27][CH:26]=[CH:25][C:16]=2[C:17]=1[C:18]1[CH:19]=[CH:20][C:21]([NH2:24])=[N:22][CH:23]=1.CCN(C(C)C)C(C)C. The catalyst is ClCCl.O1CCCC1.CO.[OH-].[Na+]. The product is [F:1][C:2]1[CH:10]=[CH:9][CH:8]=[C:7]([F:11])[C:3]=1[C:4]([NH:24][C:21]1[CH:20]=[CH:19][C:18]([C:17]2[C:16]3[CH:25]=[CH:26][CH:27]=[CH:28][C:15]=3[O:14][C:13]=2[CH3:12])=[CH:23][N:22]=1)=[O:5]. (2) The reactants are [CH3:1][O:2][C:3]1[CH:12]=[C:11]2[C:6]([C:7](=O)[NH:8][CH:9]=[N:10]2)=[CH:5][C:4]=1[O:14][CH2:15][CH2:16][O:17][CH3:18].O=P(Cl)(Cl)[Cl:21]. The catalyst is C1(C)C=CC=CC=1. The product is [Cl:21][C:7]1[C:6]2[C:11](=[CH:12][C:3]([O:2][CH3:1])=[C:4]([O:14][CH2:15][CH2:16][O:17][CH3:18])[CH:5]=2)[N:10]=[CH:9][N:8]=1. The yield is 0.690. (3) The product is [C:2]1([C:1]2[CH2:9][C:10]([OH:19])([C:12]([F:13])([F:14])[F:15])[O:18][N:17]=2)[CH:7]=[CH:6][CH:5]=[CH:4][CH:3]=1. The yield is 0.910. No catalyst specified. The reactants are [C:1]([CH2:9][C:10]([C:12]([F:15])([F:14])[F:13])=O)(=O)[C:2]1[CH:7]=[CH:6][CH:5]=[CH:4][CH:3]=1.Cl.[NH2:17][OH:18].[OH-:19].[Na+]. (4) The reactants are [H-].[Al+3].[Li+].[H-].[H-].[H-].[C:7]([NH:10][CH2:11][CH2:12][N:13]([CH2:26][CH2:27][C:28]12[CH2:37][CH:32]3[CH2:33][CH:34]([CH2:36][CH:30]([CH2:31]3)[CH2:29]1)[CH2:35]2)[C:14]([NH:16][CH2:17][CH2:18][CH2:19][C:20]1[CH:25]=[CH:24][N:23]=[CH:22][CH:21]=1)=[O:15])(=O)C.C(OCC)(=O)C.[OH-].[Na+]. The catalyst is C(OCC)C.O1CCCC1. The product is [C:28]12([CH2:27][CH2:26][N:13]([CH2:12][CH2:11][NH:10][CH3:7])[C:14]([NH:16][CH2:17][CH2:18][CH2:19][C:20]3[CH:25]=[CH:24][N:23]=[CH:22][CH:21]=3)=[O:15])[CH2:35][CH:34]3[CH2:33][CH:32]([CH2:31][CH:30]([CH2:36]3)[CH2:29]1)[CH2:37]2. The yield is 0.498. (5) The reactants are [O:1]1[C:5]2([CH2:10][CH2:9][C:8](=O)[CH2:7][CH2:6]2)[O:4][CH2:3][CH2:2]1.[CH2:12]([SH:19])[C:13]1[CH:18]=[CH:17][CH:16]=[CH:15][CH:14]=1.[N+:20]([CH3:23])([O-:22])=[O:21].C(N)CN. The catalyst is C(#N)C. The product is [CH2:12]([S:19][C:8]1([CH2:23][N+:20]([O-:22])=[O:21])[CH2:9][CH2:10][C:5]2([O:4][CH2:3][CH2:2][O:1]2)[CH2:6][CH2:7]1)[C:13]1[CH:18]=[CH:17][CH:16]=[CH:15][CH:14]=1. The yield is 0.720. (6) The reactants are [N:1]1([CH2:7][CH2:8][C:9](=O)[C:10](=[N:13][NH:14][C:15]2[CH:20]=[CH:19][CH:18]=[CH:17][CH:16]=2)[C:11]#[N:12])CCOCC1.O.[NH2:23][NH2:24].[CH2:25]1[CH2:29][O:28][CH2:27][CH2:26]1.NN. The catalyst is C(OCC)C. The product is [N:1]1([CH2:7][CH2:8][C:9]2[C:10](=[N:13][NH:14][C:15]3[CH:20]=[CH:19][CH:18]=[CH:17][CH:16]=3)[C:11]([NH2:12])=[N:23][N:24]=2)[CH2:25][CH2:29][O:28][CH2:27][CH2:26]1. The yield is 0.410.